Dataset: Catalyst prediction with 721,799 reactions and 888 catalyst types from USPTO. Task: Predict which catalyst facilitates the given reaction. (1) Product: [O:23]=[C:21]([N:37]1[C@H:36]([C:34](=[O:35])[NH:33][C@@H:29]2[CH2:30][CH2:31][CH2:32][C@H:27]([C:26]([F:42])([F:43])[F:25])[CH2:28]2)[CH2:41][C@@H:40]2[C@H:38]1[CH2:39]2)[CH2:20][N:13]1[C:14]2=[CH:15][N:16]=[CH:17][CH:18]=[C:19]2[C:11]([C:8]([NH2:9])=[O:10])=[N:12]1. The catalyst class is: 3. Reactant: FC(F)(F)C(O)=O.[C:8]([C:11]1[C:19]2[C:14](=[CH:15][N:16]=[CH:17][CH:18]=2)[N:13]([CH2:20][C:21]([OH:23])=O)[N:12]=1)(=[O:10])[NH2:9].Cl.[F:25][C:26]([F:43])([F:42])[C@H:27]1[CH2:32][CH2:31][CH2:30][C@@H:29]([NH:33][C:34]([C@@H:36]2[CH2:41][C@@H:40]3[C@@H:38]([CH2:39]3)[NH:37]2)=[O:35])[CH2:28]1.CN(C(ON1N=NC2C=CC=CC1=2)=[N+](C)C)C.F[P-](F)(F)(F)(F)F.CCN(C(C)C)C(C)C. (2) Reactant: I/[CH:2]=[CH:3]/[C:4]1[CH:13]=[CH:12][C:7]([C:8]([O:10][CH3:11])=[O:9])=[CH:6][CH:5]=1.[C:14]([Si:18]([O:21][CH2:22][C:23]1[CH:28]=[CH:27][C:26]([C:29]#[CH:30])=[CH:25][CH:24]=1)([CH3:20])[CH3:19])([CH3:17])([CH3:16])[CH3:15].N(C(C)C)C(C)C. Product: [Si:18]([O:21][CH2:22][C:23]1[CH:24]=[CH:25][C:26]([C:29]#[C:30]/[CH:2]=[CH:3]/[C:4]2[CH:13]=[CH:12][C:7]([C:8]([O:10][CH3:11])=[O:9])=[CH:6][CH:5]=2)=[CH:27][CH:28]=1)([C:14]([CH3:17])([CH3:16])[CH3:15])([CH3:19])[CH3:20]. The catalyst class is: 540. (3) Product: [Cl:1][CH2:2][CH2:3][C:4]([C:6]1[CH:11]=[CH:10][CH:9]=[CH:8][CH:7]=1)([OH:5])[CH2:14][CH:13]=[CH2:12]. The catalyst class is: 1. Reactant: [Cl:1][CH2:2][CH2:3][C:4]([C:6]1[CH:11]=[CH:10][CH:9]=[CH:8][CH:7]=1)=[O:5].[CH2:12]([Mg]Br)[CH:13]=[CH2:14]. (4) Reactant: C[N:2]1[C:6]2[CH:7]=[C:8](C#N)[CH:9]=[CH:10][C:5]=2[N:4]=[C:3]1[NH:13]CCN1CCOCC1.ClC1N(C)C2C=C(C#N)C=CC=2N=1.NCCN1CCOCC1. Product: [NH2:13][C:3]1[NH:2][C:6]2[CH:7]=[CH:8][CH:9]=[CH:10][C:5]=2[N:4]=1. The catalyst class is: 14. (5) Reactant: [F:1][C:2]1[CH:32]=[C:31]([F:33])[CH:30]=[CH:29][C:3]=1[CH2:4][N:5]1[C:10](=[O:11])[CH:9]=[CH:8][C:7]([CH2:12][C:13]2[C:21]3[C:16](=[CH:17][CH:18]=[C:19]([F:22])[CH:20]=3)[N:15]([CH2:23][C:24]([O:26]C)=[O:25])[C:14]=2[CH3:28])=[N:6]1.C1COCC1.[OH-].[Li+].Cl. Product: [F:1][C:2]1[CH:32]=[C:31]([F:33])[CH:30]=[CH:29][C:3]=1[CH2:4][N:5]1[C:10](=[O:11])[CH:9]=[CH:8][C:7]([CH2:12][C:13]2[C:21]3[C:16](=[CH:17][CH:18]=[C:19]([F:22])[CH:20]=3)[N:15]([CH2:23][C:24]([OH:26])=[O:25])[C:14]=2[CH3:28])=[N:6]1. The catalyst class is: 72. (6) Reactant: [Cl:1][C:2]1[C:3]([OH:12])=[N:4][CH:5]=[C:6]([C:8]([F:11])([F:10])[F:9])[CH:7]=1.[I-].C[N+]1C=CN([C:20](=[O:29])[N:21]([CH3:28])[C:22]2[CH:27]=[CH:26][CH:25]=[CH:24][CH:23]=2)C=1.C(N(CC)CC)C. Product: [Cl:1][C:2]1[C:3]([O:12][C:20](=[O:29])[N:21]([CH3:28])[C:22]2[CH:27]=[CH:26][CH:25]=[CH:24][CH:23]=2)=[N:4][CH:5]=[C:6]([C:8]([F:11])([F:9])[F:10])[CH:7]=1. The catalyst class is: 10. (7) Reactant: [CH:1]([O:4][C:5]1[CH:25]=[CH:24][C:8]([O:9][C:10]2[S:11][C:12]([C:15]3[CH:20]=[CH:19][C:18]([CH:21]([NH2:23])[CH3:22])=[CH:17][CH:16]=3)=[CH:13][N:14]=2)=[CH:7][CH:6]=1)([CH3:3])[CH3:2].C(N(CC)CC)C.[C:33](OC(=O)C)(=[O:35])[CH3:34]. Product: [CH:1]([O:4][C:5]1[CH:25]=[CH:24][C:8]([O:9][C:10]2[S:11][C:12]([C:15]3[CH:20]=[CH:19][C:18]([CH:21]([NH:23][C:33](=[O:35])[CH3:34])[CH3:22])=[CH:17][CH:16]=3)=[CH:13][N:14]=2)=[CH:7][CH:6]=1)([CH3:2])[CH3:3]. The catalyst class is: 2.